Dataset: Reaction yield outcomes from USPTO patents with 853,638 reactions. Task: Predict the reaction yield, written as a fraction of the theoretical maximum amount of product (1.0 means a 100% yield; for example, 0.34 means a 34% yield). The reactants are [CH3:1][O:2][C:3]1[CH:11]=[CH:10][CH:9]=[C:8]2[C:4]=1[CH2:5][C:6](=[O:12])[NH:7]2.I[CH2:14][CH:15]([CH3:17])[CH3:16]. No catalyst specified. The product is [CH2:14]([CH:5]1[C:4]2[C:8](=[CH:9][CH:10]=[CH:11][C:3]=2[O:2][CH3:1])[NH:7][C:6]1=[O:12])[CH:15]([CH3:17])[CH3:16]. The yield is 0.800.